Dataset: Forward reaction prediction with 1.9M reactions from USPTO patents (1976-2016). Task: Predict the product of the given reaction. (1) Given the reactants [C:1](O)([C:3](F)(F)F)=[O:2].Br[C:9]1[CH:14]=[CH:13][C:12]([C:15]2[CH:16]=[N:17][C:18]3[N:19]([C:21]([C:24]4([C:27]5[CH:28]=[C:29]6[C:34](=[CH:35][CH:36]=5)[N:33]=[CH:32][CH:31]=[CH:30]6)[CH2:26][CH2:25]4)=[CH:22][N:23]=3)[N:20]=2)=[CH:11][CH:10]=1, predict the reaction product. The product is: [CH3:18][N:19]([CH3:21])[C:1]([C:3]1[CH:11]=[CH:12][C:15]([C:9]2[CH:10]=[CH:11][C:12]([C:15]3[CH:16]=[N:17][C:18]4[N:19]([C:21]([C:24]5([C:27]6[CH:36]=[C:35]7[C:34](=[CH:29][CH:28]=6)[N:33]=[CH:32][CH:31]=[CH:30]7)[CH2:25][CH2:26]5)=[CH:22][N:23]=4)[N:20]=3)=[CH:13][CH:14]=2)=[CH:16][N:17]=1)=[O:2]. (2) Given the reactants [NH2:1][C:2]1[CH:3]=[C:4]2[C:9](=[CH:10][C:11]=1[NH:12][CH2:13][CH3:14])[N:8]=[CH:7][N:6]=[C:5]2[N:15]1[CH2:20][CH2:19][N:18]([C:21](=[S:30])[NH:22][CH2:23][C:24]2[CH:29]=[CH:28][CH:27]=[CH:26][CH:25]=2)[CH2:17][CH2:16]1.[CH2:31]([N:33]=[C:34]=S)[CH3:32].[OH2:36].[Cl-].[Na+], predict the reaction product. The product is: [CH2:23]([NH:22][C:21]([N:18]1[CH2:19][CH2:20][N:15]([C:5]2[C:4]3[C:9](=[CH:10][C:11]([NH:12][CH2:13][CH3:14])=[C:2]([NH:1][C:34]([NH:33][CH2:31][CH3:32])=[O:36])[CH:3]=3)[N:8]=[CH:7][N:6]=2)[CH2:16][CH2:17]1)=[S:30])[C:24]1[CH:29]=[CH:28][CH:27]=[CH:26][CH:25]=1. (3) Given the reactants [H-].[Al+3].[Li+].[H-].[H-].[H-].[N+:7]([C:10]1[CH:11]=[N:12][N:13]([CH:15]2[CH2:20][CH2:19][N:18]([C:21](OC(C)(C)C)=O)[CH2:17][CH2:16]2)[CH:14]=1)([O-])=O, predict the reaction product. The product is: [CH3:21][N:18]1[CH2:17][CH2:16][CH:15]([N:13]2[CH:14]=[C:10]([NH2:7])[CH:11]=[N:12]2)[CH2:20][CH2:19]1. (4) Given the reactants [CH3:1][C:2]1([C:8]([O:10]C)=[O:9])[CH2:7][CH2:6][NH:5][CH2:4][CH2:3]1.C[Si](C)(C)[O-].[K+].[ClH:18].O1CCOCC1, predict the reaction product. The product is: [ClH:18].[CH3:1][C:2]1([C:8]([OH:10])=[O:9])[CH2:7][CH2:6][NH:5][CH2:4][CH2:3]1. (5) Given the reactants Br[CH2:2][C:3]([C:5]1[CH:10]=[CH:9][N:8]=[CH:7][CH:6]=1)=O.[C:11]([CH2:13][C:14]([NH2:16])=[S:15])#[N:12], predict the reaction product. The product is: [N:8]1[CH:9]=[CH:10][C:5]([C:3]2[N:16]=[C:14]([CH2:13][C:11]#[N:12])[S:15][CH:2]=2)=[CH:6][CH:7]=1. (6) The product is: [C:1]([O:5][C:6](=[O:19])[CH2:7][CH2:8][C:9]1[CH:10]=[C:11]([CH:16]=[CH:17][CH:18]=1)[C:12]([OH:14])=[O:13])([CH3:4])([CH3:2])[CH3:3]. Given the reactants [C:1]([O:5][C:6](=[O:19])[CH2:7][CH2:8][C:9]1[CH:10]=[C:11]([CH:16]=[CH:17][CH:18]=1)[C:12]([O:14]C)=[O:13])([CH3:4])([CH3:3])[CH3:2].[Li+].[OH-], predict the reaction product. (7) Given the reactants [OH:1][C@H:2]1[CH2:6][CH2:5][NH:4][C@@H:3]1[C:7]([OH:9])=[O:8].CCN(C(C)C)C(C)C.Cl[C:20]([O:22][CH2:23][C:24]1[CH:29]=[CH:28][CH:27]=[CH:26][CH:25]=1)=[O:21], predict the reaction product. The product is: [CH2:23]([O:22][C:20]([N:4]1[CH2:5][CH2:6][C@H:2]([OH:1])[C@H:3]1[C:7]([OH:9])=[O:8])=[O:21])[C:24]1[CH:29]=[CH:28][CH:27]=[CH:26][CH:25]=1.